This data is from Reaction yield outcomes from USPTO patents with 853,638 reactions. The task is: Predict the reaction yield, written as a fraction of the theoretical maximum amount of product (1.0 means a 100% yield; for example, 0.34 means a 34% yield). (1) The reactants are Cl[C:2]1[N:3]=[N:4][C:5]([C:8]2[CH:13]=[CH:12][CH:11]=[CH:10][CH:9]=2)=[CH:6][CH:7]=1.[NH:14]1[CH2:19][CH2:18][NH:17][CH2:16][CH2:15]1. The catalyst is C(#N)C. The product is [C:8]1([C:5]2[N:4]=[N:3][C:2]([N:14]3[CH2:19][CH2:18][NH:17][CH2:16][CH2:15]3)=[CH:7][CH:6]=2)[CH:13]=[CH:12][CH:11]=[CH:10][CH:9]=1. The yield is 0.990. (2) The reactants are [CH2:1]([C:8]1[C:9]([NH2:22])=[N:10][CH:11]=[C:12]([C:14]2[CH:19]=[CH:18][C:17]([O:20][CH3:21])=[CH:16][CH:15]=2)[N:13]=1)[C:2]1[CH:7]=[CH:6][CH:5]=[CH:4][CH:3]=1.[CH3:23][O:24][C:25]1[CH:33]=[CH:32][C:28]([C:29](Cl)=[O:30])=[CH:27][CH:26]=1.O. The catalyst is N1C=CC=CC=1.CN(C)C1C=CN=CC=1. The product is [CH2:1]([C:8]1[C:9]([NH:22][C:29](=[O:30])[C:28]2[CH:32]=[CH:33][C:25]([O:24][CH3:23])=[CH:26][CH:27]=2)=[N:10][CH:11]=[C:12]([C:14]2[CH:19]=[CH:18][C:17]([O:20][CH3:21])=[CH:16][CH:15]=2)[N:13]=1)[C:2]1[CH:7]=[CH:6][CH:5]=[CH:4][CH:3]=1. The yield is 0.808. (3) The reactants are [Br:1][C:2]1[C:3]([F:22])=[CH:4][C:5]([F:21])=[C:6]([O:8]C(=O)[O:8][C:6]2[CH:7]=[C:2]([Br:1])[C:3]([F:22])=[CH:4][C:5]=2[F:21])[CH:7]=1.[OH-].[Na+].CCOC(C)=O.CCCCCC. The catalyst is CO.C(OCC)C. The product is [Br:1][C:2]1[C:3]([F:22])=[CH:4][C:5]([F:21])=[C:6]([OH:8])[CH:7]=1. The yield is 1.00. (4) The reactants are [SH:1][C:2]1[S:3][C:4]([CH2:8][C:9]([O:11][CH3:12])=[O:10])=[C:5]([CH3:7])[N:6]=1.Cl[CH2:14][C:15]1[CH:34]=[CH:33][C:18]([O:19][CH2:20][C:21]2[N:22]=[C:23]([C:27]3[CH:32]=[CH:31][CH:30]=[CH:29][CH:28]=3)[O:24][C:25]=2[CH3:26])=[CH:17][CH:16]=1.C(=O)([O-])[O-].[K+].[K+].CN(C)C=O. The catalyst is O. The product is [CH3:7][C:5]1[N:6]=[C:2]([S:1][CH2:14][C:15]2[CH:16]=[CH:17][C:18]([O:19][CH2:20][C:21]3[N:22]=[C:23]([C:27]4[CH:32]=[CH:31][CH:30]=[CH:29][CH:28]=4)[O:24][C:25]=3[CH3:26])=[CH:33][CH:34]=2)[S:3][C:4]=1[CH2:8][C:9]([O:11][CH3:12])=[O:10]. The yield is 0.820. (5) The reactants are [CH3:1][O:2][C:3]1[CH:21]=[CH:20][C:6]([CH2:7][N:8]2[CH:12]=[C:11]([C:13]3[N:14]=[C:15]([NH2:19])[S:16][C:17]=3[CH3:18])[CH:10]=[N:9]2)=[CH:5][CH:4]=1.Cl[C:23]1[CH:28]=[C:27]([F:29])[CH:26]=[CH:25][N:24]=1.CC1(C)C2C(=C(P(C3C=CC=CC=3)C3C=CC=CC=3)C=CC=2)OC2C(P(C3C=CC=CC=3)C3C=CC=CC=3)=CC=CC1=2.C(=O)([O-])[O-].[Cs+].[Cs+]. The catalyst is O1CCOCC1.CC([O-])=O.CC([O-])=O.[Pd+2]. The product is [CH3:1][O:2][C:3]1[CH:21]=[CH:20][C:6]([CH2:7][N:8]2[CH:12]=[C:11]([C:13]3[N:14]=[C:15]([NH:19][C:23]4[CH:28]=[C:27]([F:29])[CH:26]=[CH:25][N:24]=4)[S:16][C:17]=3[CH3:18])[CH:10]=[N:9]2)=[CH:5][CH:4]=1. The yield is 0.710. (6) The reactants are [CH3:1][O:2][C:3]1[C:11]([CH3:12])=[C:10]2[C:6]([C:7](=[O:13])[O:8][CH2:9]2)=[C:5]([O:14][CH2:15][CH2:16][Si:17]([CH3:20])([CH3:19])[CH3:18])[C:4]=1[CH2:21]C=O.C1(P(C2C=CC=CC=2)(C2C=CC=CC=2)=[C:31]([CH3:34])[CH:32]=[O:33])C=CC=CC=1.[C:47]1(C)C=CC=CC=1. No catalyst specified. The product is [CH3:1][O:2][C:3]1[C:11]([CH3:12])=[C:10]2[C:6]([C:7](=[O:13])[O:8][CH2:9]2)=[C:5]([O:14][CH2:15][CH2:16][Si:17]([CH3:18])([CH3:20])[CH3:19])[C:4]=1[CH2:21][CH:47]=[C:31]([CH3:34])[CH:32]=[O:33]. The yield is 0.830.